From a dataset of NCI-60 drug combinations with 297,098 pairs across 59 cell lines. Regression. Given two drug SMILES strings and cell line genomic features, predict the synergy score measuring deviation from expected non-interaction effect. (1) Drug 2: C1C(C(OC1N2C=NC3=C(N=C(N=C32)Cl)N)CO)O. Cell line: LOX IMVI. Synergy scores: CSS=40.0, Synergy_ZIP=-2.05, Synergy_Bliss=-3.69, Synergy_Loewe=-2.22, Synergy_HSA=0.416. Drug 1: COC1=CC(=CC(=C1O)OC)C2C3C(COC3=O)C(C4=CC5=C(C=C24)OCO5)OC6C(C(C7C(O6)COC(O7)C8=CC=CS8)O)O. (2) Drug 1: CC1=C(C=C(C=C1)C(=O)NC2=CC(=CC(=C2)C(F)(F)F)N3C=C(N=C3)C)NC4=NC=CC(=N4)C5=CN=CC=C5. Drug 2: CC1C(C(CC(O1)OC2CC(CC3=C2C(=C4C(=C3O)C(=O)C5=C(C4=O)C(=CC=C5)OC)O)(C(=O)CO)O)N)O.Cl. Cell line: EKVX. Synergy scores: CSS=7.42, Synergy_ZIP=-0.00102, Synergy_Bliss=3.88, Synergy_Loewe=-5.05, Synergy_HSA=0.337. (3) Drug 2: C1=NC(=NC(=O)N1C2C(C(C(O2)CO)O)O)N. Synergy scores: CSS=30.7, Synergy_ZIP=0.347, Synergy_Bliss=-0.688, Synergy_Loewe=-0.333, Synergy_HSA=-0.119. Drug 1: C1=C(C(=O)NC(=O)N1)F. Cell line: SNB-19. (4) Drug 1: CC12CCC(CC1=CCC3C2CCC4(C3CC=C4C5=CN=CC=C5)C)O. Drug 2: C1CNP(=O)(OC1)N(CCCl)CCCl. Cell line: SK-MEL-2. Synergy scores: CSS=-8.80, Synergy_ZIP=0.554, Synergy_Bliss=-5.84, Synergy_Loewe=-9.23, Synergy_HSA=-8.77. (5) Drug 1: C1=CC(=CC=C1CC(C(=O)O)N)N(CCCl)CCCl.Cl. Drug 2: C1=NC2=C(N=C(N=C2N1C3C(C(C(O3)CO)O)F)Cl)N. Cell line: 786-0. Synergy scores: CSS=14.9, Synergy_ZIP=-9.54, Synergy_Bliss=-8.99, Synergy_Loewe=-27.5, Synergy_HSA=-8.19.